From a dataset of Reaction yield outcomes from USPTO patents with 853,638 reactions. Predict the reaction yield, written as a fraction of the theoretical maximum amount of product (1.0 means a 100% yield; for example, 0.34 means a 34% yield). The reactants are [F:1][C:2]1[CH:3]=[C:4]([CH:10]2[C:18]3[O:17][C:16](=O)[NH:15][C:14](=[O:20])[C:13]=3[CH2:12][CH2:11]2)[CH:5]=[C:6]([F:9])[C:7]=1[F:8].[OH-].[NH4+:22]. No catalyst specified. The product is [F:1][C:2]1[CH:3]=[C:4]([CH:10]2[C:18]3[NH:22][C:16](=[O:17])[NH:15][C:14](=[O:20])[C:13]=3[CH2:12][CH2:11]2)[CH:5]=[C:6]([F:9])[C:7]=1[F:8]. The yield is 1.06.